From a dataset of Reaction yield outcomes from USPTO patents with 853,638 reactions. Predict the reaction yield, written as a fraction of the theoretical maximum amount of product (1.0 means a 100% yield; for example, 0.34 means a 34% yield). The reactants are [N+:1]([C:4]1[CH:5]=[C:6]([CH:10]=[C:11]([C:13]([F:16])([F:15])[F:14])[CH:12]=1)[C:7]([NH2:9])=O)([O-:3])=[O:2].CCN(CC)CC.FC(F)(F)C(OC(=O)C(F)(F)F)=O.CC(=O)OCC. The catalyst is C(Cl)Cl. The product is [N+:1]([C:4]1[CH:5]=[C:6]([CH:10]=[C:11]([C:13]([F:14])([F:15])[F:16])[CH:12]=1)[C:7]#[N:9])([O-:3])=[O:2]. The yield is 0.800.